Dataset: Experimentally validated miRNA-target interactions with 360,000+ pairs, plus equal number of negative samples. Task: Binary Classification. Given a miRNA mature sequence and a target amino acid sequence, predict their likelihood of interaction. (1) The miRNA is mmu-miR-184-3p with sequence UGGACGGAGAACUGAUAAGGGU. The protein sequence of the target gene is MAHTAAERPPEETLSLWKGEQARLKARVVDRDTEAWQRDPSFSGLQKVGGVDVSFVKGDSVRACASLVVLSYPELKVVYEDSRMVGLKAPYVSGFLAFREVPFLVELVQRLQEKEPDLMPQVVLVDGNGVLHQRGFGVACHLGVLTELPCIGVAKKLLQVDGLENNALHKEKIVLLQAGGDTFPLIGSSGTVLGMALRSHDHSTKPLYVSVGHRISLEVAVRLTHHCCRFRIPEPIRQADIRSREYIRRTLGQLGVAPAQRKDRSQKEQRPNACPQGGPGALADQGRPPECDGRDSSSDR.... Result: 0 (no interaction). (2) The miRNA is mmu-miR-546 with sequence AUGGUGGCACGGAGUC. The protein sequence of the target gene is MLWFQGAIPAAIATAKRSGAVFVVFVAGDDEQSTQMAASWEDDKVTEASSNSFVAIKIDTKSEACLQFSQIYPVVCVPSSFFIGDSGIPLEVIAGSVSADELVTRIHKVRQMHLLKSETSVANGSQSESSVSTPSASFEPNNTCENSQSRNAELCEIPPTSDTKSDTATGGESAGHATSSQEPSGCSDQRPAEDLNIRVERLTKKLEERREEKRKEEEQREIKKEIERRKTGKEMLDYKRKQEEELTKRMLEERNREKAEDRAARERIKQQIALDRAERAARFAKTKEEVEAAKAAALLA.... Result: 0 (no interaction). (3) The miRNA is hsa-miR-4433b-5p with sequence AUGUCCCACCCCCACUCCUGU. The protein sequence of the target gene is METTLLFFSQINMCESKEKTFFKLIHGSGKEETSKEAKIRAKEKRNRLSLLVQKPEFHEDTRSSRSGHLAKETRVSPEEAVKWGESFDKLLSHRDGLEAFTRFLKTEFSEENIEFWIACEDFKKSKGPQQIHLKAKAIYEKFIQTDAPKEVNLDFHTKEVITNSITQPTLHSFDAAQSRVYQLMEQDSYTRFLKSDIYLDLMEGRPQRPTNLRRRSRSFTCNEFQDVQSDVAIWL. Result: 0 (no interaction). (4) The miRNA is hsa-miR-656-3p with sequence AAUAUUAUACAGUCAACCUCU. The protein sequence of the target gene is MSDFDSNPFADPDLNNPFKDPSVTQVTRNVPPGLDEYNPFSDSRTPPPGGVKMPNVPNTQPAIMKPTEEHPAYTQIAKEHALAQAELLKRQEELERKAAELDRREREMQNLSQHGRKNNWPPLPSNFPVGPCFYQDFSVDIPVEFQKTVKLMYYLWMFHAVTLFLNIFGCLAWFCVDSARAVDFGLSILWFLLFTPCSFVCWYRPLYGAFRSDSSFRFFVFFFVYICQFAVHVLQAAGFHNWGNCGWISSLTGLNQNIPVGIMMIIIAALFTASAVISLVMFKKVHGLYRTTGASFEKAQ.... Result: 1 (interaction).